This data is from Full USPTO retrosynthesis dataset with 1.9M reactions from patents (1976-2016). The task is: Predict the reactants needed to synthesize the given product. (1) Given the product [CH3:1][C:2]1[N:3]([C:7]2[O:8][C:9]([CH2:22][CH2:23][CH2:24][OH:25])=[C:10]([C:12]3[CH:13]=[CH:14][C:15]([C:18]([F:21])([F:20])[F:19])=[CH:16][CH:17]=3)[N:11]=2)[CH:4]=[CH:5][N:6]=1, predict the reactants needed to synthesize it. The reactants are: [CH3:1][C:2]1[N:3]([C:7]2[O:8][C:9]([CH2:22][CH2:23][C:24](OC)=[O:25])=[C:10]([C:12]3[CH:17]=[CH:16][C:15]([C:18]([F:21])([F:20])[F:19])=[CH:14][CH:13]=3)[N:11]=2)[CH:4]=[CH:5][N:6]=1.O.C(C(C(C([O-])=O)O)O)([O-])=O.[K+].[Na+].O.O.[Na+].[K+].C(C(C(C([O-])=O)O)O)([O-])=O. (2) Given the product [C:1]([O:5][C:6]([N:8]1[C@H:13]([CH3:14])[CH2:12][CH2:11][C@H:10]([C:15]([OH:17])=[O:16])[CH2:9]1)=[O:7])([CH3:2])([CH3:3])[CH3:4], predict the reactants needed to synthesize it. The reactants are: [C:1]([O:5][C:6]([N:8]1[C@H:13]([CH3:14])[CH2:12][CH2:11][C@@H:10]([C:15]([OH:17])=[O:16])[CH2:9]1)=[O:7])([CH3:4])([CH3:3])[CH3:2].C(N(CC)CC)C.ClC(OC)=O.C[O-].[Na+]. (3) The reactants are: [Cl:1][C:2]1[CH:7]=[C:6]([Cl:8])[CH:5]=[CH:4][C:3]=1[C@@:9]1([CH2:32][N:33]2[CH:37]=[CH:36][N:35]=[CH:34]2)[O:13][C@H:12]([CH2:14][O:15][C:16]2[CH:21]=[CH:20][C:19]([N:22]3[CH2:27][CH2:26][N:25]([S:28]([CH3:31])(=[O:30])=[O:29])[CH2:24][CH2:23]3)=[CH:18][CH:17]=2)[CH2:11][O:10]1.[CH3:38][O:39][CH2:40]CS(Cl)(=O)=O.CS(Cl)(=O)=O. Given the product [Cl:1][C:2]1[CH:7]=[C:6]([Cl:8])[CH:5]=[CH:4][C:3]=1[C@@:9]1([CH2:32][N:33]2[CH:37]=[CH:36][N:35]=[CH:34]2)[O:13][C@H:12]([CH2:14][O:15][C:16]2[CH:21]=[CH:20][C:19]([N:22]3[CH2:27][CH2:26][N:25]([S:28]([CH2:31][CH2:38][O:39][CH3:40])(=[O:30])=[O:29])[CH2:24][CH2:23]3)=[CH:18][CH:17]=2)[CH2:11][O:10]1, predict the reactants needed to synthesize it. (4) Given the product [OH:39][C@@H:37]([CH3:38])[C:35]([N:1]1[CH2:6][CH2:5][O:4][CH:3]([CH2:7][NH:8][C:9]([C:11]2[C:15]3[N:16]=[CH:17][N:18]=[C:19]([C:20]4[C:28]5[O:27][CH2:26][O:25][C:24]=5[CH:23]=[CH:22][C:21]=4[O:29][CH2:30][CH:31]4[CH2:32][CH2:33]4)[C:14]=3[NH:13][CH:12]=2)=[O:10])[CH2:2]1)=[O:36], predict the reactants needed to synthesize it. The reactants are: [NH:1]1[CH2:6][CH2:5][O:4][CH:3]([CH2:7][NH:8][C:9]([C:11]2[C:15]3[N:16]=[CH:17][N:18]=[C:19]([C:20]4[C:28]5[O:27][CH2:26][O:25][C:24]=5[CH:23]=[CH:22][C:21]=4[O:29][CH2:30][CH:31]4[CH2:33][CH2:32]4)[C:14]=3[NH:13][CH:12]=2)=[O:10])[CH2:2]1.Cl[C:35]([C@@H:37]([O:39]C(=O)C)[CH3:38])=[O:36]. (5) Given the product [N+:1]([C:4]1[C:13]2[CH2:12][CH2:11][CH2:10][CH2:9][C:8]=2[CH:7]=[CH:6][C:5]=1[NH2:14])([O-:3])=[O:2], predict the reactants needed to synthesize it. The reactants are: [N+:1]([C:4]1[C:13]2[CH2:12][CH2:11][CH2:10][CH2:9][C:8]=2[CH:7]=[CH:6][C:5]=1[NH:14]C(=O)C)([O-:3])=[O:2].N. (6) The reactants are: Br[C:2]1[CH:12]=[CH:11][C:5]2[S:6](=[O:10])(=[O:9])[CH2:7][CH2:8][C:4]=2[CH:3]=1.[B:13]1([B:13]2[O:17][C:16]([CH3:19])([CH3:18])[C:15]([CH3:21])([CH3:20])[O:14]2)[O:17][C:16]([CH3:19])([CH3:18])[C:15]([CH3:21])([CH3:20])[O:14]1.C(Cl)Cl.C([O-])(=O)C.[K+]. Given the product [O:9]=[S:6]1(=[O:10])[CH2:7][CH2:8][C:4]2[CH:3]=[C:2]([B:13]3[O:17][C:16]([CH3:19])([CH3:18])[C:15]([CH3:21])([CH3:20])[O:14]3)[CH:12]=[CH:11][C:5]1=2, predict the reactants needed to synthesize it. (7) Given the product [Br:10][C:11]1[CH:18]=[CH:17][CH:16]=[CH:15][C:12]=1[CH2:13][O:9][C:3]1[CH:8]=[CH:7][CH:6]=[CH:5][CH:4]=1, predict the reactants needed to synthesize it. The reactants are: [H-].[Na+].[C:3]1([OH:9])[CH:8]=[CH:7][CH:6]=[CH:5][CH:4]=1.[Br:10][C:11]1[CH:18]=[CH:17][CH:16]=[CH:15][C:12]=1[CH2:13]Br. (8) Given the product [CH:8]1([CH2:13][C@H:14]([NH:21][C:22](=[O:46])[C@@H:23]([NH:33][C:34](=[O:45])[C@H:35]([NH:37][C:38](=[O:44])[CH2:53][C@:48]([OH:47])([CH3:55])[CH2:49][CH3:50])[CH3:36])[CH2:24][C:25]2[CH:30]=[CH:29][C:28]([O:31][CH3:32])=[CH:27][CH:26]=2)[C:15]([C@@:17]2([CH3:20])[CH2:19][O:18]2)=[O:16])[CH2:12][CH2:11][CH2:10][CH2:9]1, predict the reactants needed to synthesize it. The reactants are: C(O)(C(F)(F)F)=O.[CH:8]1([CH2:13][C@H:14]([NH:21][C:22](=[O:46])[C@@H:23]([NH:33][C:34](=[O:45])[C@H:35]([NH:37][C:38](=[O:44])OC(C)(C)C)[CH3:36])[CH2:24][C:25]2[CH:30]=[CH:29][C:28]([O:31][CH3:32])=[CH:27][CH:26]=2)[C:15]([C@@:17]2([CH3:20])[CH2:19][O:18]2)=[O:16])[CH2:12][CH2:11][CH2:10][CH2:9]1.[OH:47][C@@:48]([CH3:55])([CH2:53]C)[CH2:49][C:50](O)=O.CN(C(ON1N=NC2C=CC=NC1=2)=[N+](C)C)C.F[P-](F)(F)(F)(F)F.CCN(C(C)C)C(C)C. (9) Given the product [F:1][C:2]1[CH:8]=[C:7]([I:9])[CH:6]=[CH:5][C:3]=1[NH:4][C:19]1[C:20]([C:28]([OH:30])=[O:29])=[CH:21][N:22]([CH3:27])[C:23](=[O:26])[C:24]=1[CH3:25], predict the reactants needed to synthesize it. The reactants are: [F:1][C:2]1[CH:8]=[C:7]([I:9])[CH:6]=[CH:5][C:3]=1[NH2:4].[Li+].CC([N-]C(C)C)C.Cl[C:19]1[C:20]([C:28]([OH:30])=[O:29])=[CH:21][N:22]([CH3:27])[C:23](=[O:26])[C:24]=1[CH3:25]. (10) The reactants are: [C:1]([C:5]1[N:6]=[C:7]([N:22]2CCO[CH2:24][CH2:23]2)[C:8]2[N:13]=[N:12][N:11]([CH2:14][C:15]3[CH:20]=[CH:19][CH:18]=[CH:17][C:16]=3[Cl:21])[C:9]=2[N:10]=1)([CH3:4])([CH3:3])[CH3:2].C(C1N=C(Cl)C2N=NN(CC3C=CC=CC=3Cl)C=2N=1)(C)(C)C.N1CC[CH:53]([OH:56])[CH2:52][CH2:51]1. Given the product [C:1]([C:5]1[N:6]=[C:7]([N:22]2[CH2:23][CH2:24][CH:53]([OH:56])[CH2:52][CH2:51]2)[C:8]2[N:13]=[N:12][N:11]([CH2:14][C:15]3[CH:20]=[CH:19][CH:18]=[CH:17][C:16]=3[Cl:21])[C:9]=2[N:10]=1)([CH3:3])([CH3:2])[CH3:4], predict the reactants needed to synthesize it.